From a dataset of NCI-60 drug combinations with 297,098 pairs across 59 cell lines. Regression. Given two drug SMILES strings and cell line genomic features, predict the synergy score measuring deviation from expected non-interaction effect. Drug 1: CC12CCC(CC1=CCC3C2CCC4(C3CC=C4C5=CN=CC=C5)C)O. Drug 2: CC1CCC2CC(C(=CC=CC=CC(CC(C(=O)C(C(C(=CC(C(=O)CC(OC(=O)C3CCCCN3C(=O)C(=O)C1(O2)O)C(C)CC4CCC(C(C4)OC)O)C)C)O)OC)C)C)C)OC. Cell line: SR. Synergy scores: CSS=65.6, Synergy_ZIP=9.19, Synergy_Bliss=7.69, Synergy_Loewe=5.71, Synergy_HSA=11.8.